This data is from Forward reaction prediction with 1.9M reactions from USPTO patents (1976-2016). The task is: Predict the product of the given reaction. Given the reactants [CH2:1]([O:3][C:4]([C:6]1[CH:10]=[C:9](O)[N:8]([C:12]2[CH:17]=[CH:16][CH:15]=[CH:14][C:13]=2[Cl:18])[N:7]=1)=[O:5])[CH3:2].P(Br)(Br)([Br:21])=O.CN(C)[CH:26]=[O:27].ClCCl, predict the reaction product. The product is: [CH2:1]([O:3][C:4]([C:6]1[C:10]([CH:26]=[O:27])=[C:9]([Br:21])[N:8]([C:12]2[CH:17]=[CH:16][CH:15]=[CH:14][C:13]=2[Cl:18])[N:7]=1)=[O:5])[CH3:2].